From a dataset of NCI-60 drug combinations with 297,098 pairs across 59 cell lines. Regression. Given two drug SMILES strings and cell line genomic features, predict the synergy score measuring deviation from expected non-interaction effect. Drug 1: COC1=C(C=C2C(=C1)N=CN=C2NC3=CC(=C(C=C3)F)Cl)OCCCN4CCOCC4. Drug 2: CC(C)CN1C=NC2=C1C3=CC=CC=C3N=C2N. Cell line: CAKI-1. Synergy scores: CSS=44.9, Synergy_ZIP=-0.480, Synergy_Bliss=-0.848, Synergy_Loewe=-2.78, Synergy_HSA=-0.411.